Dataset: Catalyst prediction with 721,799 reactions and 888 catalyst types from USPTO. Task: Predict which catalyst facilitates the given reaction. (1) Reactant: C[C:2]([C:5]([C:10]1[CH:19]=[CH:18][C:13]2[C:14](=[O:17])[O:15][CH2:16][C:12]=2[C:11]=1[CH3:20])(C)[C:6]([O-:8])=[O:7])(C)C.C(O)(C(F)(F)F)=O. Product: [CH3:20][C:11]1[C:12]2[CH2:16][O:15][C:14](=[O:17])[C:13]=2[CH:18]=[CH:19][C:10]=1[CH:5]([CH3:2])[C:6]([OH:8])=[O:7]. The catalyst class is: 2. (2) Reactant: [Br:1][C:2]1[CH:11]=[CH:10][C:9]([N+:12]([O-])=O)=[C:8]2[C:3]=1[CH:4]=[CH:5][N:6]=[CH:7]2.[Cl-].[NH4+]. Product: [Br:1][C:2]1[CH:11]=[CH:10][C:9]([NH2:12])=[C:8]2[C:3]=1[CH:4]=[CH:5][N:6]=[CH:7]2. The catalyst class is: 415.